Predict the product of the given reaction. From a dataset of Forward reaction prediction with 1.9M reactions from USPTO patents (1976-2016). (1) Given the reactants [OH:1][CH:2]1[CH2:6][CH2:5][O:4][CH2:3]1.[H-].[Na+].[Cl:9][C:10]1[N:15]=[C:14](Cl)[C:13]([Cl:17])=[CH:12][N:11]=1, predict the reaction product. The product is: [Cl:9][C:10]1[N:15]=[C:14]([O:1][CH:2]2[CH2:6][CH2:5][O:4][CH2:3]2)[C:13]([Cl:17])=[CH:12][N:11]=1. (2) Given the reactants [CH2:1]([N:8]([CH2:21][C:22]1[CH:40]=[CH:39][C:25]([O:26][C:27]2[CH:32]=[CH:31][C:30]([CH2:33][CH2:34][CH2:35][C:36](O)=[O:37])=[CH:29][CH:28]=2)=[CH:24][CH:23]=1)[C:9]1[CH:14]=[CH:13][CH:12]=[C:11]([NH:15][S:16]([CH3:19])(=[O:18])=[O:17])[C:10]=1[CH3:20])[C:2]1[CH:7]=[CH:6][CH:5]=[CH:4][CH:3]=1.Cl.C[O:43][C:44](=[O:52])[C@H:45]([CH2:47][C:48]([O:50]C)=[O:49])[NH2:46], predict the reaction product. The product is: [CH2:1]([N:8]([CH2:21][C:22]1[CH:23]=[CH:24][C:25]([O:26][C:27]2[CH:28]=[CH:29][C:30]([CH2:33][CH2:34][CH2:35][C:36]([NH:46][C@H:45]([C:44]([OH:43])=[O:52])[CH2:47][C:48]([OH:50])=[O:49])=[O:37])=[CH:31][CH:32]=2)=[CH:39][CH:40]=1)[C:9]1[CH:14]=[CH:13][CH:12]=[C:11]([NH:15][S:16]([CH3:19])(=[O:17])=[O:18])[C:10]=1[CH3:20])[C:2]1[CH:3]=[CH:4][CH:5]=[CH:6][CH:7]=1. (3) Given the reactants C(OC([N:8]1[CH2:13][CH2:12][CH2:11][CH2:10][C@H:9]1[CH:14]([C:35]1[CH:40]=[CH:39][CH:38]=[C:37]([C:41]([O:43][CH2:44][CH3:45])=[O:42])[CH:36]=1)[O:15][C:16]([NH:18][C:19]1[CH:20]=[C:21]2[C:25](=[CH:26][CH:27]=1)[N:24](C(OC(C)(C)C)=O)[N:23]=[CH:22]2)=[O:17])=O)(C)(C)C.Cl, predict the reaction product. The product is: [NH:24]1[C:25]2[C:21](=[CH:20][C:19]([NH:18][C:16]([O:15][CH:14]([C@@H:9]3[CH2:10][CH2:11][CH2:12][CH2:13][NH:8]3)[C:35]3[CH:36]=[C:37]([CH:38]=[CH:39][CH:40]=3)[C:41]([O:43][CH2:44][CH3:45])=[O:42])=[O:17])=[CH:27][CH:26]=2)[CH:22]=[N:23]1.